This data is from Forward reaction prediction with 1.9M reactions from USPTO patents (1976-2016). The task is: Predict the product of the given reaction. (1) Given the reactants [Cl:1][C:2]1[N:7]=[C:6]([C:8]2[S:12][C:11]([CH:13]([CH3:15])[CH3:14])=[N:10][C:9]=2[C:16]2[CH:17]=[C:18]([NH:22][S:23]([C:26]3C(F)=C[CH:29]=[CH:28][C:27]=3F)(=[O:25])=[O:24])[CH:19]=[CH:20][CH:21]=2)[CH:5]=[CH:4][N:3]=1.ClC1N=C(C2SC(C(C)C)=NC=2C2C=C(C=CC=2)N)C=CN=1.[O:56]1C=CC=C1S(Cl)(=O)=O, predict the reaction product. The product is: [Cl:1][C:2]1[N:7]=[C:6]([C:8]2[S:12][C:11]([CH:13]([CH3:15])[CH3:14])=[N:10][C:9]=2[C:16]2[CH:17]=[C:18]([NH:22][S:23]([C:26]3[O:56][CH:29]=[CH:28][CH:27]=3)(=[O:25])=[O:24])[CH:19]=[CH:20][CH:21]=2)[CH:5]=[CH:4][N:3]=1. (2) Given the reactants C[O:2][C:3]([C:5]1[CH:13]=[C:12]2[C:8]([C:9]([CH:32]3[CH2:37][CH2:36][CH2:35][CH2:34][CH2:33]3)=[C:10]([C:23]3[CH:28]=[CH:27][C:26]([NH2:29])=[C:25]([CH:30]=O)[CH:24]=3)[N:11]2[CH2:14][C:15]([N:17]2[CH2:22][CH2:21][O:20][CH2:19][CH2:18]2)=[O:16])=[CH:7][CH:6]=1)=[O:4].[F:38][C:39]([F:50])([F:49])[C:40]1[CH:45]=[CH:44][C:43]([C:46](=O)[CH3:47])=[CH:42][CH:41]=1, predict the reaction product. The product is: [CH:32]1([C:9]2[C:8]3[C:12](=[CH:13][C:5]([C:3]([OH:4])=[O:2])=[CH:6][CH:7]=3)[N:11]([CH2:14][C:15]([N:17]3[CH2:18][CH2:19][O:20][CH2:21][CH2:22]3)=[O:16])[C:10]=2[C:23]2[CH:24]=[C:25]3[C:26](=[CH:27][CH:28]=2)[N:29]=[C:46]([C:43]2[CH:44]=[CH:45][C:40]([C:39]([F:50])([F:49])[F:38])=[CH:41][CH:42]=2)[CH:47]=[CH:30]3)[CH2:37][CH2:36][CH2:35][CH2:34][CH2:33]1. (3) Given the reactants C(Cl)(=O)C(Cl)=O.[C:7]([C:11]1[CH:16]=[CH:15][C:14]([S:17]([NH:20][CH2:21][C:22]2[CH:30]=[CH:29][C:25]([C:26](O)=[O:27])=[CH:24][CH:23]=2)(=[O:19])=[O:18])=[CH:13][CH:12]=1)([CH3:10])([CH3:9])[CH3:8].[N+:31]([C:34]1[C:39]([NH2:40])=[CH:38][CH:37]=[CH:36][N:35]=1)([O-:33])=[O:32], predict the reaction product. The product is: [C:7]([C:11]1[CH:12]=[CH:13][C:14]([S:17]([NH:20][CH2:21][C:22]2[CH:30]=[CH:29][C:25]([C:26]([NH:40][C:39]3[C:34]([N+:31]([O-:33])=[O:32])=[N:35][CH:36]=[CH:37][CH:38]=3)=[O:27])=[CH:24][CH:23]=2)(=[O:19])=[O:18])=[CH:15][CH:16]=1)([CH3:8])([CH3:9])[CH3:10]. (4) Given the reactants [Cl:1][C:2]1[CH:3]=[C:4]([C:8]([NH:10][C@@H:11]2[CH2:16][CH2:15][N:14](C(OCC)=O)[CH2:13][C@@H:12]2[O:22][CH2:23][CH3:24])=[O:9])[NH:5][C:6]=1[CH3:7].[OH-].[K+].O.NN.O, predict the reaction product. The product is: [Cl:1][C:2]1[CH:3]=[C:4]([C:8]([NH:10][C@@H:11]2[CH2:16][CH2:15][NH:14][CH2:13][C@@H:12]2[O:22][CH2:23][CH3:24])=[O:9])[NH:5][C:6]=1[CH3:7].